From a dataset of Full USPTO retrosynthesis dataset with 1.9M reactions from patents (1976-2016). Predict the reactants needed to synthesize the given product. (1) Given the product [CH3:1][C:2]1[CH:7]=[C:6]([C:8]2[CH:9]=[CH:10][N:11]=[CH:12][CH:13]=2)[CH:5]=[C:4]([CH3:14])[C:3]=1[S:15][C:16]1[C:17]2[N:40]([CH3:41])[CH:39]=[CH:38][C:18]=2[N:19]=[C:20]([NH:22][C:30]2[CH:35]=[CH:34][C:33]([C:36]#[N:37])=[CH:32][CH:31]=2)[N:21]=1, predict the reactants needed to synthesize it. The reactants are: [CH3:1][C:2]1[CH:7]=[C:6]([C:8]2[CH:13]=[CH:12][N:11]=[CH:10][CH:9]=2)[CH:5]=[C:4]([CH3:14])[C:3]=1[S:15][C:16]1[C:17]2[N:40]([CH3:41])[CH:39]=[CH:38][C:18]=2[N:19]=[C:20]([N:22]([C:30]2[CH:35]=[CH:34][C:33]([C:36]#[N:37])=[CH:32][CH:31]=2)C(=O)OC(C)(C)C)[N:21]=1. (2) Given the product [O:31]=[C:30]([N:32]1[CH2:36][CH2:35][CH2:34][CH2:33]1)[CH2:29][O:28][C:27]1[CH:37]=[CH:38][C:24]([C:15]2[CH:20]=[N:19][C:18]([NH2:21])=[N:17][CH:16]=2)=[CH:25][CH:26]=1, predict the reactants needed to synthesize it. The reactants are: C(=O)([O-])[O-].[Na+].[Na+].CC1(C)C(C)(C)OB([C:15]2[CH:16]=[N:17][C:18]([NH2:21])=[N:19][CH:20]=2)O1.Br[C:24]1[CH:38]=[CH:37][C:27]([O:28][CH2:29][C:30]([N:32]2[CH2:36][CH2:35][CH2:34][CH2:33]2)=[O:31])=[CH:26][CH:25]=1. (3) Given the product [CH2:25]([O:24][C:22]([N:18]1[CH2:19][CH2:20][CH2:21][CH:16]([CH2:15][NH:14][C:6]2[C:5]([C:9]([O:11][CH2:12][CH3:13])=[O:10])=[CH:4][N:3]=[C:2]([Cl:1])[N:7]=2)[CH2:17]1)=[O:23])[C:26]1[CH:31]=[CH:30][CH:29]=[CH:28][CH:27]=1, predict the reactants needed to synthesize it. The reactants are: [Cl:1][C:2]1[N:7]=[C:6](Cl)[C:5]([C:9]([O:11][CH2:12][CH3:13])=[O:10])=[CH:4][N:3]=1.[NH2:14][CH2:15][CH:16]1[CH2:21][CH2:20][CH2:19][N:18]([C:22]([O:24][CH2:25][C:26]2[CH:31]=[CH:30][CH:29]=[CH:28][CH:27]=2)=[O:23])[CH2:17]1.CCN(C(C)C)C(C)C.O. (4) Given the product [Cl:19][CH2:20][CH2:21][CH2:22][N:6]1[C:7]2[C:12](=[CH:11][CH:10]=[CH:9][CH:8]=2)[C:4]([C:1](=[O:3])[CH3:2])=[CH:5]1, predict the reactants needed to synthesize it. The reactants are: [C:1]([C:4]1[C:12]2[C:7](=[CH:8][CH:9]=[CH:10][CH:11]=2)[NH:6][CH:5]=1)(=[O:3])[CH3:2].C(=O)([O-])[O-].[Cs+].[Cs+].[Cl:19][CH2:20][CH2:21][CH2:22]I. (5) Given the product [NH2:10][C:11]1[C:16]([CH3:2])=[CH:15][N:14]([C@H:17]2[C@H:24]3[C@H:20]([O:21][C:22]([CH3:26])([CH3:25])[O:23]3)[C@@H:19]([CH2:27][OH:28])[S:18]2)[C:13](=[O:29])[N:12]=1, predict the reactants needed to synthesize it. The reactants are: N1C=C(C)C(=O)N[C:2]1=O.[NH2:10][C:11]1[CH:16]=[CH:15][N:14]([C@H:17]2[C@H:24]3[C@H:20]([O:21][C:22]([CH3:26])([CH3:25])[O:23]3)[C@@H:19]([CH2:27][OH:28])[S:18]2)[C:13](=[O:29])[N:12]=1.